This data is from Forward reaction prediction with 1.9M reactions from USPTO patents (1976-2016). The task is: Predict the product of the given reaction. Given the reactants [Cl:1][C:2]1[N:7]=[C:6]([C:8]2[C:9]([C:17]3[CH:18]=[CH:19][C:20]([O:30][CH3:31])=[C:21]([NH:23][C:24](=[O:29])C(F)(F)F)[CH:22]=3)=[N:10][N:11]3[CH:16]=[CH:15][CH:14]=[CH:13][C:12]=23)[CH:5]=[CH:4][N:3]=1.[Li+].[OH-].[F:34][C:35]1[CH:43]=[CH:42][CH:41]=[C:40]([F:44])[C:36]=1C(Cl)=O.C(O)C(N)(CO)CO, predict the reaction product. The product is: [Cl:1][C:2]1[N:7]=[C:6]([C:8]2[C:9]([C:17]3[CH:18]=[CH:19][C:20]([O:30][CH3:31])=[C:21]([NH:23][C:24](=[O:29])[C:36]4[C:35]([F:34])=[CH:43][CH:42]=[CH:41][C:40]=4[F:44])[CH:22]=3)=[N:10][N:11]3[CH:16]=[CH:15][CH:14]=[CH:13][C:12]=23)[CH:5]=[CH:4][N:3]=1.